This data is from Reaction yield outcomes from USPTO patents with 853,638 reactions. The task is: Predict the reaction yield, written as a fraction of the theoretical maximum amount of product (1.0 means a 100% yield; for example, 0.34 means a 34% yield). (1) The reactants are S(Cl)(Cl)=O.O[CH2:6][C:7]([NH:10][C:11]1[N:12]([CH3:29])[C:13](=[O:28])[C:14]2[C:15](=[N:17][N:18]([CH2:20][C:21]3[CH:26]=[CH:25][C:24]([Br:27])=[CH:23][CH:22]=3)[CH:19]=2)[N:16]=1)([CH3:9])[CH3:8].O.[OH-].[NH4+]. The catalyst is CN(C=O)C. The product is [Br:27][C:24]1[CH:25]=[CH:26][C:21]([CH2:20][N:18]2[CH:19]=[C:14]3[C:13](=[O:28])[N:12]([CH3:29])[C:11]4[N:16]([CH2:6][C:7]([CH3:9])([CH3:8])[N:10]=4)[C:15]3=[N:17]2)=[CH:22][CH:23]=1. The yield is 0.920. (2) The reactants are [Cl:1][C:2]1[CH:7]=[CH:6][C:5]([CH:8]([C:21]([N:23]2[CH2:28][CH2:27][N:26]([C:29]3[C:30]4[C@H:37]([CH3:38])[CH2:36][C:35]([OH:40])([CH3:39])[C:31]=4[N:32]=[CH:33][N:34]=3)[CH2:25][CH2:24]2)=[O:22])[CH2:9][N:10]([CH:18]([CH3:20])[CH3:19])C(=O)OC(C)(C)C)=[CH:4][CH:3]=1.[ClH:41].O1CCOCC1. The yield is 1.00. The product is [ClH:1].[ClH:41].[Cl:1][C:2]1[CH:7]=[CH:6][C:5]([CH:8]([CH2:9][NH:10][CH:18]([CH3:20])[CH3:19])[C:21]([N:23]2[CH2:24][CH2:25][N:26]([C:29]3[C:30]4[C@H:37]([CH3:38])[CH2:36][C:35]([OH:40])([CH3:39])[C:31]=4[N:32]=[CH:33][N:34]=3)[CH2:27][CH2:28]2)=[O:22])=[CH:4][CH:3]=1. The catalyst is C(Cl)Cl. (3) The reactants are [F:1][C:2]1[CH:7]=[C:6](SC)[CH:5]=[CH:4][C:3]=1[C:10]1[CH:15]=[N:14][C:13]([O:16][CH:17]([CH:19]2[CH2:24][CH2:23][N:22]([C:25]3[O:29][N:28]=[C:27]([CH:30]([CH3:32])[CH3:31])[N:26]=3)[CH2:21][CH2:20]2)[CH3:18])=[CH:12][N:11]=1.O[O:34][S:35]([O-:37])=O.[K+].[CH3:39]C(C)=O. The catalyst is O. The product is [F:1][C:2]1[CH:7]=[C:6]([S:35]([CH3:39])(=[O:37])=[O:34])[CH:5]=[CH:4][C:3]=1[C:10]1[CH:15]=[N:14][C:13]([O:16][C@H:17]([CH:19]2[CH2:24][CH2:23][N:22]([C:25]3[O:29][N:28]=[C:27]([CH:30]([CH3:31])[CH3:32])[N:26]=3)[CH2:21][CH2:20]2)[CH3:18])=[CH:12][N:11]=1. The yield is 0.720. (4) The reactants are [CH2:1]([N:8]1[CH2:17][C:16]2[N:15]=[CH:14][CH:13]=[C:12]([NH2:18])[C:11]=2[CH2:10][CH2:9]1)[C:2]1[CH:7]=[CH:6][CH:5]=[CH:4][CH:3]=1.CN1CCOCC1.[C:26]12([CH2:36][C:37](Cl)=[O:38])[CH2:35][CH:30]3[CH2:31][CH:32]([CH2:34][CH:28]([CH2:29]3)[CH2:27]1)[CH2:33]2. The catalyst is O1CCOCC1. The product is [C:26]12([CH2:36][C:37]([NH:18][C:12]3[C:11]4[CH2:10][CH2:9][N:8]([CH2:1][C:2]5[CH:7]=[CH:6][CH:5]=[CH:4][CH:3]=5)[CH2:17][C:16]=4[N:15]=[CH:14][CH:13]=3)=[O:38])[CH2:33][CH:32]3[CH2:31][CH:30]([CH2:29][CH:28]([CH2:34]3)[CH2:27]1)[CH2:35]2. The yield is 0.0400. (5) The yield is 0.490. The product is [CH2:8]([N:6]1[CH2:5][CH2:4][NH:3][C@H:2]([CH3:1])[CH2:7]1)[C:9]1[CH:14]=[CH:13][CH:12]=[CH:11][CH:10]=1. The catalyst is C(O)C.[OH-].[Na+]. The reactants are [CH3:1][C@@H:2]1[CH2:7][NH:6][CH2:5][CH2:4][NH:3]1.[CH2:8](Cl)[C:9]1[CH:14]=[CH:13][CH:12]=[CH:11][CH:10]=1.C(=O)([O-])[O-].[K+].[K+]. (6) The reactants are C([O-])([O-])=O.[Na+].[Na+].[CH3:7][C:8]1[N:13]=[CH:12][C:11](B(O)O)=[CH:10][CH:9]=1.Cl[C:18]1[C:23]([Cl:24])=[CH:22][C:21]([CH:25]=[CH2:26])=[CH:20][N:19]=1. The catalyst is COCCOC.O.C1C=CC([P]([Pd]([P](C2C=CC=CC=2)(C2C=CC=CC=2)C2C=CC=CC=2)([P](C2C=CC=CC=2)(C2C=CC=CC=2)C2C=CC=CC=2)[P](C2C=CC=CC=2)(C2C=CC=CC=2)C2C=CC=CC=2)(C2C=CC=CC=2)C2C=CC=CC=2)=CC=1. The product is [Cl:24][C:23]1[C:18]([C:11]2[CH:12]=[N:13][C:8]([CH3:7])=[CH:9][CH:10]=2)=[N:19][CH:20]=[C:21]([CH:25]=[CH2:26])[CH:22]=1. The yield is 0.900. (7) The reactants are [C:1]([O:5][CH:6]([C:11]1[C:16]([C:17]([F:20])([F:19])[F:18])=[CH:15][CH:14]=[C:13]([C:21]2[CH:26]=[CH:25][C:24]([C:27](=[O:29])[NH2:28])=[CH:23][CH:22]=2)[C:12]=1[C:30]1[CH:31]=[CH:32][C:33]2[O:38][CH2:37][CH2:36][CH2:35][C:34]=2[CH:39]=1)[C:7]([O:9][CH3:10])=[O:8])([CH3:4])([CH3:3])[CH3:2].[OH-].[Li+].C(Br)[C:43]1[CH:48]=[CH:47][CH:46]=[CH:45][CH:44]=1.C(=O)([O-])[O-].[K+].[K+]. The catalyst is O1CCOCC1.O. The product is [C:1]([O:5][CH:6]([C:11]1[C:16]([C:17]([F:20])([F:18])[F:19])=[CH:15][CH:14]=[C:13]([C:21]2[CH:26]=[CH:25][C:24]([C:27](=[O:29])[NH2:28])=[CH:23][CH:22]=2)[C:12]=1[C:30]1[CH:31]=[CH:32][C:33]2[O:38][CH2:37][CH2:36][CH2:35][C:34]=2[CH:39]=1)[C:7]([O:9][CH2:10][C:43]1[CH:48]=[CH:47][CH:46]=[CH:45][CH:44]=1)=[O:8])([CH3:4])([CH3:2])[CH3:3]. The yield is 0.410.